Dataset: Reaction yield outcomes from USPTO patents with 853,638 reactions. Task: Predict the reaction yield, written as a fraction of the theoretical maximum amount of product (1.0 means a 100% yield; for example, 0.34 means a 34% yield). (1) The yield is 0.520. The catalyst is C(Cl)Cl.C([O-])([O-])=O.[Na+].[Na+]. The product is [CH3:32][N:33]1[C:37]([CH3:38])=[C:36]([CH2:39][NH:1][C@H:2]2[CH2:3][CH2:4][C@H:5]([CH2:8][NH:9][C:10]3[C:15]([N+:16]([O-:18])=[O:17])=[CH:14][N:13]=[C:12]([NH:19][CH2:20][C:21]4[CH:26]=[CH:25][CH:24]=[CH:23][C:22]=4[O:27][C:28]([F:30])([F:31])[F:29])[N:11]=3)[CH2:6][CH2:7]2)[CH:35]=[N:34]1. The reactants are [NH2:1][C@H:2]1[CH2:7][CH2:6][C@H:5]([CH2:8][NH:9][C:10]2[C:15]([N+:16]([O-:18])=[O:17])=[CH:14][N:13]=[C:12]([NH:19][CH2:20][C:21]3[CH:26]=[CH:25][CH:24]=[CH:23][C:22]=3[O:27][C:28]([F:31])([F:30])[F:29])[N:11]=2)[CH2:4][CH2:3]1.[CH3:32][N:33]1[C:37]([CH3:38])=[C:36]([CH:39]=O)[CH:35]=[N:34]1.[BH-](OC(C)=O)(OC(C)=O)OC(C)=O.[Na+]. (2) The reactants are Cl[CH:2]([CH:19]1[CH2:24][CH2:23][CH2:22][CH2:21][CH2:20]1)[C:3]1[CH:4]=[C:5]([C:11]2[CH:12]=[CH:13][C:14]([O:17][CH3:18])=[N:15][CH:16]=2)[O:6][C:7]=1[CH2:8][O:9][CH3:10].[NH2:25][C:26]1[CH:31]=[CH:30][C:29]([C:32]([N:34]([CH3:42])[CH2:35][CH2:36][C:37]([O:39]CC)=[O:38])=[O:33])=[CH:28][CH:27]=1.C(=O)([O-])[O-].[Na+].[Na+].[I-].[Na+]. The catalyst is CN(C)C(=O)C.O. The product is [CH:19]1([CH:2]([NH:25][C:26]2[CH:27]=[CH:28][C:29]([C:32]([N:34]([CH3:42])[CH2:35][CH2:36][C:37]([OH:39])=[O:38])=[O:33])=[CH:30][CH:31]=2)[C:3]2[CH:4]=[C:5]([C:11]3[CH:16]=[N:15][C:14]([O:17][CH3:18])=[CH:13][CH:12]=3)[O:6][C:7]=2[CH2:8][O:9][CH3:10])[CH2:24][CH2:23][CH2:22][CH2:21][CH2:20]1. The yield is 0.140. (3) The reactants are [NH:1]1[CH2:6][CH2:5][CH2:4][CH2:3][CH2:2]1.CN(C)C=O.[C:12]([O:16][C:17]([N:19]1[CH2:24][CH2:23][CH:22]([O:25][C:26]2[N:31]=[CH:30][C:29]([C:32]([O:34]C3C=CC=CC=3)=O)=[CH:28][N:27]=2)[CH2:21][CH2:20]1)=[O:18])([CH3:15])([CH3:14])[CH3:13]. The catalyst is O. The product is [C:12]([O:16][C:17]([N:19]1[CH2:24][CH2:23][CH:22]([O:25][C:26]2[N:27]=[CH:28][C:29]([C:32]([N:1]3[CH2:6][CH2:5][CH2:4][CH2:3][CH2:2]3)=[O:34])=[CH:30][N:31]=2)[CH2:21][CH2:20]1)=[O:18])([CH3:15])([CH3:13])[CH3:14]. The yield is 0.970. (4) The reactants are [CH3:1][N:2]([CH3:8])[C@H:3]1[CH2:7][CH2:6][NH:5][CH2:4]1.C(N(CC)CC)C.F[C:17]1[C:18]([C:31]2[CH:36]=[CH:35][CH:34]=[CH:33][CH:32]=2)=[C:19]([CH3:30])[C:20]([C:28]#[N:29])=[C:21]2[C:25]=1[O:24][C:23]([CH2:26][OH:27])=[N:22]2. The catalyst is CS(C)=O. The product is [CH3:1][N:2]([CH3:8])[C@H:3]1[CH2:7][CH2:6][N:5]([C:17]2[C:18]([C:31]3[CH:36]=[CH:35][CH:34]=[CH:33][CH:32]=3)=[C:19]([CH3:30])[C:20]([C:28]#[N:29])=[C:21]3[C:25]=2[O:24][C:23]([CH2:26][OH:27])=[N:22]3)[CH2:4]1. The yield is 0.111. (5) The reactants are C([O:3][C:4](=O)[C:5]1[CH:10]=[CH:9][C:8]([C:11]2[O:12][C:13]3[CH:19]=[CH:18][C:17]([CH2:20][C:21]4[CH:26]=[CH:25][CH:24]=[CH:23][CH:22]=4)=[CH:16][C:14]=3[CH:15]=2)=[C:7]([C:27]#[N:28])[CH:6]=1)C.[BH4-].[Na+].[Cl-].[Ca+2].[Cl-].O. The catalyst is C(O)C. The product is [CH2:20]([C:17]1[CH:18]=[CH:19][C:13]2[O:12][C:11]([C:8]3[CH:9]=[CH:10][C:5]([CH2:4][OH:3])=[CH:6][C:7]=3[C:27]#[N:28])=[CH:15][C:14]=2[CH:16]=1)[C:21]1[CH:26]=[CH:25][CH:24]=[CH:23][CH:22]=1. The yield is 0.750. (6) The reactants are [CH3:1][O:2][C:3]1[CH:8]=[C:7]([CH:9]=[CH2:10])[C:6]([F:11])=[CH:5][C:4]=1[N+:12]([O-:14])=[O:13].[NH:15]1[CH2:20][CH2:19][O:18][CH2:17][CH2:16]1. The catalyst is CC(O)C. The product is [F:11][C:6]1[CH:5]=[C:4]([N+:12]([O-:14])=[O:13])[C:3]([O:2][CH3:1])=[CH:8][C:7]=1[CH2:9][CH2:10][N:15]1[CH2:20][CH2:19][O:18][CH2:17][CH2:16]1. The yield is 0.640. (7) The reactants are [F:1][C:2]([F:18])([F:17])[C:3]([N:5]1[CH2:11][CH2:10][C:9]2[CH:12]=[C:13]([OH:16])[CH:14]=[CH:15][C:8]=2[CH2:7][CH2:6]1)=[O:4].Cl[C:20]1[CH:28]=[CH:27][C:23]([C:24]([NH2:26])=[O:25])=[CH:22][N:21]=1.C([O-])([O-])=O.[K+].[K+].C1(C)C=CC=CC=1. The catalyst is CN(C=O)C. The product is [F:18][C:2]([F:1])([F:17])[C:3]([N:5]1[CH2:11][CH2:10][C:9]2[CH:12]=[C:13]([O:16][C:20]3[CH:28]=[CH:27][C:23]([C:24]([NH2:26])=[O:25])=[CH:22][N:21]=3)[CH:14]=[CH:15][C:8]=2[CH2:7][CH2:6]1)=[O:4]. The yield is 0.340. (8) The reactants are Cl[C:2]1[CH:3]=[C:4]([CH:9]=[CH:10][N:11]=1)[C:5]([O:7][CH3:8])=[O:6].[F:12][C:13]1[CH:14]=[C:15](B(O)O)[CH:16]=[CH:17][C:18]=1[F:19].C(=O)([O-])[O-].[K+].[K+]. The catalyst is CO.Cl[Pd]Cl. The product is [F:12][C:13]1[CH:14]=[C:15]([C:2]2[CH:3]=[C:4]([CH:9]=[CH:10][N:11]=2)[C:5]([O:7][CH3:8])=[O:6])[CH:16]=[CH:17][C:18]=1[F:19]. The yield is 0.800.